Dataset: Merck oncology drug combination screen with 23,052 pairs across 39 cell lines. Task: Regression. Given two drug SMILES strings and cell line genomic features, predict the synergy score measuring deviation from expected non-interaction effect. (1) Cell line: MSTO. Drug 2: O=C(O)C1(Cc2cccc(Nc3nccs3)n2)CCC(Oc2cccc(Cl)c2F)CC1. Drug 1: CCC1(O)CC2CN(CCc3c([nH]c4ccccc34)C(C(=O)OC)(c3cc4c(cc3OC)N(C)C3C(O)(C(=O)OC)C(OC(C)=O)C5(CC)C=CCN6CCC43C65)C2)C1. Synergy scores: synergy=29.4. (2) Drug 1: CC(=O)OC1C(=O)C2(C)C(O)CC3OCC3(OC(C)=O)C2C(OC(=O)c2ccccc2)C2(O)CC(OC(=O)C(O)C(NC(=O)c3ccccc3)c3ccccc3)C(C)=C1C2(C)C. Drug 2: COC1CC2CCC(C)C(O)(O2)C(=O)C(=O)N2CCCCC2C(=O)OC(C(C)CC2CCC(OP(C)(C)=O)C(OC)C2)CC(=O)C(C)C=C(C)C(O)C(OC)C(=O)C(C)CC(C)C=CC=CC=C1C. Cell line: SW620. Synergy scores: synergy=20.2. (3) Drug 1: N#Cc1ccc(Cn2cncc2CN2CCN(c3cccc(Cl)c3)C(=O)C2)cc1. Drug 2: Cn1nnc2c(C(N)=O)ncn2c1=O. Cell line: VCAP. Synergy scores: synergy=15.6. (4) Drug 1: Nc1ccn(C2OC(CO)C(O)C2(F)F)c(=O)n1. Drug 2: C=CCn1c(=O)c2cnc(Nc3ccc(N4CCN(C)CC4)cc3)nc2n1-c1cccc(C(C)(C)O)n1. Synergy scores: synergy=17.6. Cell line: T47D. (5) Drug 1: CC1CC2C3CCC4=CC(=O)C=CC4(C)C3(F)C(O)CC2(C)C1(O)C(=O)CO. Drug 2: CCc1cnn2c(NCc3ccc[n+]([O-])c3)cc(N3CCCCC3CCO)nc12. Cell line: ZR751. Synergy scores: synergy=-13.9. (6) Drug 1: O=C(CCCCCCC(=O)Nc1ccccc1)NO. Drug 2: C=CCn1c(=O)c2cnc(Nc3ccc(N4CCN(C)CC4)cc3)nc2n1-c1cccc(C(C)(C)O)n1. Cell line: SW620. Synergy scores: synergy=-5.04. (7) Drug 1: CCN(CC)CCNC(=O)c1c(C)[nH]c(C=C2C(=O)Nc3ccc(F)cc32)c1C. Drug 2: Cn1c(=O)n(-c2ccc(C(C)(C)C#N)cc2)c2c3cc(-c4cnc5ccccc5c4)ccc3ncc21. Cell line: OVCAR3. Synergy scores: synergy=16.7. (8) Drug 1: COc1cc(C2c3cc4c(cc3C(OC3OC5COC(C)OC5C(O)C3O)C3COC(=O)C23)OCO4)cc(OC)c1O. Drug 2: Cn1nnc2c(C(N)=O)ncn2c1=O. Cell line: HT29. Synergy scores: synergy=7.02. (9) Cell line: ES2. Drug 1: O=C(NOCC(O)CO)c1ccc(F)c(F)c1Nc1ccc(I)cc1F. Synergy scores: synergy=7.86. Drug 2: Cn1cc(-c2cnn3c(N)c(Br)c(C4CCCNC4)nc23)cn1.